Predict the reactants needed to synthesize the given product. From a dataset of Full USPTO retrosynthesis dataset with 1.9M reactions from patents (1976-2016). (1) Given the product [C:16]([O:15][CH3:13])(=[O:21])[CH:17]=[CH2:18].[C:22]([O:27][CH3:28])(=[O:26])[C:23]([CH3:25])=[CH2:24], predict the reactants needed to synthesize it. The reactants are: N1C=CC=CC=1C1C=CC=CN=1.[CH2:13]([O:15][C:16](=[O:21])[C:17](Br)(C)[CH3:18])C.[C:22]([O:27][CH3:28])(=[O:26])[C:23]([CH3:25])=[CH2:24]. (2) Given the product [N:1]1[CH:6]=[CH:5][CH:4]=[C:3]([C:7]2[CH:11]=[C:10]([C:12]([F:13])([F:14])[F:15])[N:9]([C:16]3[N:21]=[CH:20][C:19]([NH:22][C:23]([C:25]4[CH:30]=[CH:29][C:28](=[O:31])[N:27]([CH2:32][CH2:33][OH:34])[CH:26]=4)=[O:24])=[CH:18][CH:17]=3)[N:8]=2)[CH:2]=1, predict the reactants needed to synthesize it. The reactants are: [N:1]1[CH:6]=[CH:5][CH:4]=[C:3]([C:7]2[CH:11]=[C:10]([C:12]([F:15])([F:14])[F:13])[N:9]([C:16]3[N:21]=[CH:20][C:19]([NH:22][C:23]([C:25]4[CH:30]=[CH:29][C:28](=[O:31])[N:27]([CH2:32][CH2:33][O:34]C)[CH:26]=4)=[O:24])=[CH:18][CH:17]=3)[N:8]=2)[CH:2]=1.B(Br)(Br)Br.